This data is from Reaction yield outcomes from USPTO patents with 853,638 reactions. The task is: Predict the reaction yield, written as a fraction of the theoretical maximum amount of product (1.0 means a 100% yield; for example, 0.34 means a 34% yield). (1) The reactants are [Br:1][C:2]1[CH:7]=[CH:6][CH:5]=[CH:4][C:3]=1[Br:8].[C:9]1(=O)[O:14][C:12](=[O:13])[C:11]2=[CH:15][CH:16]=[CH:17][CH:18]=[C:10]12.[Cl-].[Al+3].[Cl-].[Cl-].Cl. No catalyst specified. The product is [Br:1][C:2]1[C:3]([Br:8])=[CH:4][C:5]2[C:12](=[O:13])[C:11]3[C:10](=[CH:18][CH:17]=[CH:16][CH:15]=3)[C:9](=[O:14])[C:6]=2[CH:7]=1. The yield is 0.250. (2) The reactants are C(OC([N:8]([C:10]1([C@@H:13]2[CH2:17][CH2:16][NH:15][CH2:14]2)[CH2:12][CH2:11]1)[CH3:9])=O)(C)(C)C.C(N(CC)CC)C.F[C:26]1[C:35]([CH3:36])=[C:34]2[C:29]([C:30](=[O:44])[C:31]([C:41]([OH:43])=[O:42])=[CH:32][N:33]2[C@@H:37]2[CH2:39][C@@H:38]2[F:40])=[CH:28][CH:27]=1. The catalyst is CS(C)=O. The product is [F:40][C@H:38]1[CH2:39][C@H:37]1[N:33]1[C:34]2[C:29](=[CH:28][CH:27]=[C:26]([N:15]3[CH2:16][CH2:17][C@@H:13]([C:10]4([NH:8][CH3:9])[CH2:11][CH2:12]4)[CH2:14]3)[C:35]=2[CH3:36])[C:30](=[O:44])[C:31]([C:41]([OH:43])=[O:42])=[CH:32]1. The yield is 0.420. (3) The reactants are C(S)C.C[O:5][C:6]1[CH:15]=[C:14]2[C:9]([C:10]([C:16]3[C:17]([C:26]4[CH:31]=[CH:30][CH:29]=[CH:28][N:27]=4)=[N:18][N:19]4[CH2:25][CH2:24][CH2:23][CH2:22][CH2:21][C:20]=34)=[CH:11][CH:12]=[N:13]2)=[CH:8][CH:7]=1.[H-].[Na+]. The catalyst is CN(C=O)C. The product is [N:27]1[CH:28]=[CH:29][CH:30]=[CH:31][C:26]=1[C:17]1[C:16]([C:10]2[C:9]3[C:14](=[CH:15][C:6]([OH:5])=[CH:7][CH:8]=3)[N:13]=[CH:12][CH:11]=2)=[C:20]2[CH2:21][CH2:22][CH2:23][CH2:24][CH2:25][N:19]2[N:18]=1. The yield is 0.380. (4) The reactants are [Cl:1][C:2]1[CH:20]=[CH:19][C:5]([O:6][C:7]2[CH:18]=[CH:17][C:10]([C:11]([N:13]([O:15][CH3:16])[CH3:14])=[O:12])=[CH:9][CH:8]=2)=[C:4]([N+:21]([O-])=O)[CH:3]=1.Cl[Sn]Cl. No catalyst specified. The product is [NH2:21][C:4]1[CH:3]=[C:2]([Cl:1])[CH:20]=[CH:19][C:5]=1[O:6][C:7]1[CH:18]=[CH:17][C:10]([C:11]([N:13]([O:15][CH3:16])[CH3:14])=[O:12])=[CH:9][CH:8]=1. The yield is 1.00. (5) The reactants are [CH:1]1([NH2:7])[CH2:6][CH2:5][CH2:4][CH2:3][CH2:2]1.[CH2:8]1[CH2:15][O:14][S:11](=[O:13])(=[O:12])[CH2:10][CH2:9]1. The catalyst is O1CCOCC1. The product is [CH:1]1([NH:7][CH2:15][CH2:8][CH2:9][CH2:10][S:11]([OH:14])(=[O:13])=[O:12])[CH2:6][CH2:5][CH2:4][CH2:3][CH2:2]1. The yield is 0.520.